This data is from Catalyst prediction with 721,799 reactions and 888 catalyst types from USPTO. The task is: Predict which catalyst facilitates the given reaction. (1) Reactant: [NH2:1][C:2]1[CH:11]=[C:10]2[C:5]([C:6]([Br:16])=[N:7][N:8]([CH:13]([CH3:15])[CH3:14])[C:9]2=[O:12])=[CH:4][CH:3]=1.[Cl:17][CH2:18][CH2:19][CH2:20][C:21](Cl)=[O:22]. Product: [Br:16][C:6]1[C:5]2[C:10](=[CH:11][C:2]([NH:1][C:21](=[O:22])[CH2:20][CH2:19][CH2:18][Cl:17])=[CH:3][CH:4]=2)[C:9](=[O:12])[N:8]([CH:13]([CH3:14])[CH3:15])[N:7]=1. The catalyst class is: 3. (2) The catalyst class is: 5. Reactant: [C:1]([NH:5][C@H:6]([C:16]([O:18]C)=[O:17])[CH2:7][C:8]1[CH:13]=[CH:12][C:11]([O:14][CH3:15])=[CH:10][CH:9]=1)(=[O:4])[CH:2]=[CH2:3].[OH-].[Na+:21]. Product: [C:1]([NH:5][C@H:6]([C:16]([O-:18])=[O:17])[CH2:7][C:8]1[CH:9]=[CH:10][C:11]([O:14][CH3:15])=[CH:12][CH:13]=1)(=[O:4])[CH:2]=[CH2:3].[Na+:21]. (3) Reactant: C(=O)([O-])[O-].[K+].[K+].[CH2:7](Br)[C:8]#[CH:9].[F:11][C:12]1[CH:17]=[C:16]([Cl:18])[C:15]([OH:19])=[CH:14][C:13]=1[C:20]1[C:25]([Cl:26])=[C:24]([CH3:27])[C:23]([C:28]([F:31])([F:30])[F:29])=[CH:22][N:21]=1. Product: [F:11][C:12]1[CH:17]=[C:16]([Cl:18])[C:15]([O:19][CH2:9][C:8]#[CH:7])=[CH:14][C:13]=1[C:20]1[C:25]([Cl:26])=[C:24]([CH3:27])[C:23]([C:28]([F:30])([F:31])[F:29])=[CH:22][N:21]=1. The catalyst class is: 9. (4) Reactant: [CH3:1][N:2]1[CH:6]=[CH:5][N:4]=[CH:3]1.[ClH:7].[F:8][C:9]([F:16])=[C:10]([F:15])[C:11]([F:14])([F:13])[F:12]. Product: [Cl-:7].[CH3:1][N+:2]1[CH:6]=[CH:5][N:4]([C:9]([F:16])([F:8])[CH:10]([F:15])[C:11]([F:14])([F:13])[F:12])[CH:3]=1. The catalyst class is: 10.